From a dataset of Peptide-MHC class I binding affinity with 185,985 pairs from IEDB/IMGT. Regression. Given a peptide amino acid sequence and an MHC pseudo amino acid sequence, predict their binding affinity value. This is MHC class I binding data. (1) The peptide sequence is DIMLPESDL. The MHC is HLA-A02:06 with pseudo-sequence HLA-A02:06. The binding affinity (normalized) is 0.0423. (2) The peptide sequence is FLRDNRAVL. The MHC is HLA-A26:01 with pseudo-sequence HLA-A26:01. The binding affinity (normalized) is 0.0847. (3) The peptide sequence is WFITQRNFF. The MHC is HLA-A24:02 with pseudo-sequence HLA-A24:02. The binding affinity (normalized) is 0.0398. (4) The peptide sequence is IYDFYNAEY. The MHC is HLA-B57:01 with pseudo-sequence HLA-B57:01. The binding affinity (normalized) is 0.0847. (5) The peptide sequence is WLVHKQWFL. The MHC is HLA-A02:01 with pseudo-sequence HLA-A02:01. The binding affinity (normalized) is 0.872. (6) The peptide sequence is KPKLARGEL. The MHC is HLA-A01:01 with pseudo-sequence HLA-A01:01. The binding affinity (normalized) is 0.0847. (7) The peptide sequence is YLMCLSPLMA. The MHC is HLA-A02:03 with pseudo-sequence HLA-A02:03. The binding affinity (normalized) is 1.00. (8) The peptide sequence is NEVTLTHPI. The MHC is Patr-B2401 with pseudo-sequence YYTKYREISTNTDENTLYWTFRFYTWAVRAYTWY. The binding affinity (normalized) is 0.107. (9) The peptide sequence is MTDDIGMGVT. The MHC is HLA-A01:01 with pseudo-sequence HLA-A01:01. The binding affinity (normalized) is 0.350.